Task: Predict the reaction yield, written as a fraction of the theoretical maximum amount of product (1.0 means a 100% yield; for example, 0.34 means a 34% yield).. Dataset: Reaction yield outcomes from USPTO patents with 853,638 reactions (1) The reactants are [H-].[Na+].[CH2:3]([OH:8])[CH2:4][CH2:5][C:6]#[CH:7].[Si:9](Cl)([C:12]([CH3:15])([CH3:14])[CH3:13])([CH3:11])[CH3:10]. The catalyst is C1COCC1.CCCCCC. The product is [Si:9]([O:8][CH2:3][CH2:4][CH2:5][C:6]#[CH:7])([C:12]([CH3:15])([CH3:14])[CH3:13])([CH3:11])[CH3:10]. The yield is 0.960. (2) The product is [NH:8]1[CH2:13][CH2:12][CH:11]([CH2:14][NH:15][C:16]2[C:25]3[C:20](=[CH:21][N:22]=[CH:23][CH:24]=3)[CH:19]=[C:18]([C:26]3[CH:27]=[CH:28][N:29]=[CH:30][CH:31]=3)[N:17]=2)[CH2:10][CH2:9]1. The reactants are C(OC([N:8]1[CH2:13][CH2:12][CH:11]([CH2:14][NH:15][C:16]2[C:25]3[C:20](=[CH:21][N:22]=[CH:23][CH:24]=3)[CH:19]=[C:18]([C:26]3[CH:31]=[CH:30][N:29]=[CH:28][CH:27]=3)[N:17]=2)[CH2:10][CH2:9]1)=O)(C)(C)C. The yield is 0.130. The catalyst is C(O)(C(F)(F)F)=O.C(Cl)Cl.